From a dataset of Full USPTO retrosynthesis dataset with 1.9M reactions from patents (1976-2016). Predict the reactants needed to synthesize the given product. (1) The reactants are: [N+:1]([C:4]1[CH:9]=[CH:8][CH:7]=[CH:6][C:5]=1[NH:10][C@@H:11]([CH3:14])[CH2:12][OH:13])([O-])=O.C(O)(=O)C.[H][H]. Given the product [NH2:1][C:4]1[CH:9]=[CH:8][CH:7]=[CH:6][C:5]=1[NH:10][C@@H:11]([CH3:14])[CH2:12][OH:13], predict the reactants needed to synthesize it. (2) Given the product [Cl:1][C:2]1[C:3]([N:8]2[C:12]([C:13]([O:15][CH3:16])=[O:14])=[CH:11][C:10]([CH2:18][O:19][S:27]([CH3:30])(=[O:29])=[O:28])=[N:9]2)=[N:4][CH:5]=[CH:6][CH:7]=1, predict the reactants needed to synthesize it. The reactants are: [Cl:1][C:2]1[C:3]([N:8]2[C:12](O)([C:13]([O:15][CH3:16])=[O:14])[CH2:11][C:10]([CH2:18][OH:19])=[N:9]2)=[N:4][CH:5]=[CH:6][CH:7]=1.C(N(CC)CC)C.[S:27](Cl)([CH3:30])(=[O:29])=[O:28]. (3) Given the product [C:23]([O:22][C:19](=[O:21])[CH2:20][C:28]1[CH:29]=[C:30]([CH3:35])[CH:31]=[CH:32][C:33]=1[F:34])([CH3:26])([CH3:25])[CH3:24], predict the reactants needed to synthesize it. The reactants are: C1(NC2CCCCC2)CCCCC1.C([Li])CCC.[C:19]([O:22][C:23]([CH3:26])([CH3:25])[CH3:24])(=[O:21])[CH3:20].Br[C:28]1[CH:29]=[C:30]([CH3:35])[CH:31]=[CH:32][C:33]=1[F:34]. (4) Given the product [OH:22][C:21]1[C:20]2[C:15](=[N:16][CH:17]=[CH:18][CH:19]=2)[N:14]([CH2:23][CH2:24][CH:25]([CH3:27])[CH3:26])[C:13](=[O:28])[C:12]=1[C:7]1[NH:6][C:5]2[CH:29]=[CH:30][C:2]([NH:1][S:38]([CH2:37][C:31]3[CH:36]=[CH:35][CH:34]=[CH:33][CH:32]=3)(=[O:40])=[O:39])=[CH:3][C:4]=2[S:9](=[O:11])(=[O:10])[N:8]=1, predict the reactants needed to synthesize it. The reactants are: [NH2:1][C:2]1[CH:30]=[CH:29][C:5]2[NH:6][C:7]([C:12]3[C:13](=[O:28])[N:14]([CH2:23][CH2:24][CH:25]([CH3:27])[CH3:26])[C:15]4[C:20]([C:21]=3[OH:22])=[CH:19][CH:18]=[CH:17][N:16]=4)=[N:8][S:9](=[O:11])(=[O:10])[C:4]=2[CH:3]=1.[C:31]1([CH2:37][S:38](Cl)(=[O:40])=[O:39])[CH:36]=[CH:35][CH:34]=[CH:33][CH:32]=1. (5) Given the product [CH:12]1[C:13]2=[C:22]3[C:17](=[N:16][N:15]=[C:14]2[NH:10][CH:11]=1)[N:18]=[CH:19][CH:20]=[C:21]3[N:33]1[CH2:34][CH2:35][CH2:36][CH:31]([NH:30][S:27]([CH2:26][C:25]([F:24])([F:37])[F:38])(=[O:28])=[O:29])[CH2:32]1, predict the reactants needed to synthesize it. The reactants are: C1(S([N:10]2[C:14]3=[N:15][N:16]=[C:17]4[C:22]([C:21](Cl)=[CH:20][CH:19]=[N:18]4)=[C:13]3[CH:12]=[CH:11]2)(=O)=O)C=CC=CC=1.[F:24][C:25]([F:38])([F:37])[CH2:26][S:27]([NH:30][CH:31]1[CH2:36][CH2:35][CH2:34][NH:33][CH2:32]1)(=[O:29])=[O:28]. (6) Given the product [F:1][C:2]1[CH:3]=[C:4]([CH:7]=[CH:8][CH:9]=1)[CH2:5][NH:6][C:11]1[N:21]=[CH:20][CH:19]=[CH:18][C:12]=1[C:13]([O:15][CH2:16][CH3:17])=[O:14], predict the reactants needed to synthesize it. The reactants are: [F:1][C:2]1[CH:3]=[C:4]([CH:7]=[CH:8][CH:9]=1)[CH2:5][NH2:6].Cl[C:11]1[N:21]=[CH:20][CH:19]=[CH:18][C:12]=1[C:13]([O:15][CH2:16][CH3:17])=[O:14].C(O)C. (7) Given the product [CH3:28][O:27][C:23](=[O:26])[CH:24]=[CH:25][C:39]1[CH:40]=[CH:41][CH:42]=[C:37]([NH2:36])[N:38]=1, predict the reactants needed to synthesize it. The reactants are: C1(C)C=CC=CC=1P(C1C=CC=CC=1C)C1C=CC=CC=1C.[C:23]([O:27][CH3:28])(=[O:26])[CH:24]=[CH2:25].C(N(CC)CC)C.[NH2:36][C:37]1[CH:42]=[CH:41][CH:40]=[C:39](Br)[N:38]=1. (8) Given the product [C:1]([C:5]1[N:13]=[C:12]2[C:8]([N:9]=[CH:10][NH:11]2)=[C:7]([Cl:22])[N:6]=1)([CH3:4])([CH3:3])[CH3:2], predict the reactants needed to synthesize it. The reactants are: [C:1]([C:5]1[N:13]=[C:12]2[CH:8]([N:9]=[CH:10][NH:11]2)[C:7](=O)[N:6]=1)([CH3:4])([CH3:3])[CH3:2].CN(C=O)C.O=S(Cl)[Cl:22].